This data is from Full USPTO retrosynthesis dataset with 1.9M reactions from patents (1976-2016). The task is: Predict the reactants needed to synthesize the given product. Given the product [O:53]1[C:5]2[CH:6]=[CH:7][C:2]([C:1]([NH:9][C:10]3[CH:11]=[CH:12][C:13]([C:16]4[CH:24]=[C:23]5[C:19]([CH2:20][N:21]([C@@H:26]([CH:31]([CH3:33])[CH3:32])[C:27]([O:29][CH3:30])=[O:28])[C:22]5=[O:25])=[CH:18][CH:17]=4)=[CH:14][CH:15]=3)=[O:8])=[CH:3][C:4]=2[O:54][CH2:52]1, predict the reactants needed to synthesize it. The reactants are: [C:1]([NH:9][C:10]1[CH:15]=[CH:14][C:13]([C:16]2[CH:24]=[C:23]3[C:19]([CH2:20][N:21]([C@@H:26]([CH:31]([CH3:33])[CH3:32])[C:27]([O:29][CH3:30])=[O:28])[C:22]3=[O:25])=[CH:18][CH:17]=2)=[CH:12][CH:11]=1)(=[O:8])[C:2]1[CH:7]=[CH:6][CH:5]=[CH:4][CH:3]=1.NC1C=CC(C2C=C3C(CN([C@@H](C(C)C)[C:52]([O:54]C)=[O:53])C3=O)=CC=2)=CC=1.O1C2C=CC(C(Cl)=O)=CC=2OC1.